This data is from Forward reaction prediction with 1.9M reactions from USPTO patents (1976-2016). The task is: Predict the product of the given reaction. (1) The product is: [Cl:37][C:38]1[C:43]([C:44]([F:46])([F:47])[F:45])=[CH:42][CH:41]=[CH:40][C:39]=1[CH2:48][NH:49][C:6](=[O:8])[C@@H:5]1[CH2:9][CH2:10][C:11](=[O:12])[N:4]1[CH2:3][C:2]([CH3:1])([CH3:14])[CH3:13]. Given the reactants [CH3:1][C:2]([CH3:14])([CH3:13])[CH2:3][N:4]1[C:11](=[O:12])[CH2:10][CH2:9][C@H:5]1[C:6]([OH:8])=O.Cl.CN(C)CCCN=C=NCC.ON1C2C=CC=CC=2N=N1.[Cl:37][C:38]1[C:43]([C:44]([F:47])([F:46])[F:45])=[CH:42][CH:41]=[CH:40][C:39]=1[CH2:48][NH2:49], predict the reaction product. (2) The product is: [C:6]1([S:12]([NH:1][CH2:2][C:3]([OH:5])=[O:4])(=[O:14])=[O:13])[CH:11]=[CH:10][CH:9]=[CH:8][CH:7]=1. Given the reactants [NH2:1][CH2:2][C:3]([OH:5])=[O:4].[C:6]1([S:12](Cl)(=[O:14])=[O:13])[CH:11]=[CH:10][CH:9]=[CH:8][CH:7]=1, predict the reaction product. (3) Given the reactants [Br:1][C:2]1[CH:3]=[C:4]2[C:9](=[CH:10][CH:11]=1)[C:8](=[O:12])[NH:7][C:6](=[O:13])/[C:5]/2=[CH:14]/OC.[NH:17]1[CH:21]=[C:20]([C:22]2[CH:28]=[CH:27][C:25]([NH2:26])=[CH:24][CH:23]=2)[N:19]=[CH:18]1, predict the reaction product. The product is: [Br:1][C:2]1[CH:3]=[C:4]2[C:9](=[CH:10][CH:11]=1)[C:8](=[O:12])[NH:7][C:6](=[O:13])[C:5]2=[CH:14][NH:26][C:25]1[CH:24]=[CH:23][C:22]([C:20]2[N:19]=[CH:18][NH:17][CH:21]=2)=[CH:28][CH:27]=1. (4) Given the reactants Cl[C:2]1[C:11]2[C:6](=[CH:7][CH:8]=[CH:9][C:10]=2[Cl:12])[N:5]=[C:4]([N:13]2[CH2:19][CH2:18][CH2:17][C:16]3[CH:20]=[CH:21][CH:22]=[CH:23][C:15]=3[CH2:14]2)[CH:3]=1.[CH2:24]([NH2:27])[CH2:25][NH2:26], predict the reaction product. The product is: [Cl:12][C:10]1[CH:9]=[CH:8][CH:7]=[C:6]2[C:11]=1[C:2]([NH:26][CH2:25][CH2:24][NH2:27])=[CH:3][C:4]([N:13]1[CH2:19][CH2:18][CH2:17][C:16]3[CH:20]=[CH:21][CH:22]=[CH:23][C:15]=3[CH2:14]1)=[N:5]2. (5) Given the reactants Br[C:2]1[CH:7]=[C:6]([CH3:8])[CH:5]=[CH:4][N:3]=1.[C:9]1([C:18]2[CH:23]=[CH:22][CH:21]=[CH:20][CH:19]=2)[CH:14]=[CH:13][CH:12]=[C:11](B(O)O)[CH:10]=1.C([O-])([O-])=O.[K+].[K+].COCCOC, predict the reaction product. The product is: [C:9]1([C:18]2[CH:19]=[CH:20][CH:21]=[CH:22][CH:23]=2)[CH:14]=[CH:13][CH:12]=[C:11]([C:2]2[CH:7]=[C:6]([CH3:8])[CH:5]=[CH:4][N:3]=2)[CH:10]=1.